From a dataset of Peptide-MHC class II binding affinity with 134,281 pairs from IEDB. Regression. Given a peptide amino acid sequence and an MHC pseudo amino acid sequence, predict their binding affinity value. This is MHC class II binding data. (1) The peptide sequence is IYHKCDNACIGSIRN. The binding affinity (normalized) is 0.209. The MHC is DRB3_0101 with pseudo-sequence DRB3_0101. (2) The MHC is DRB1_0301 with pseudo-sequence DRB1_0301. The peptide sequence is PDTTCSEIEEFRDRA. The binding affinity (normalized) is 0.207. (3) The peptide sequence is VTYALNTITNLKVQLKK. The MHC is DRB1_0901 with pseudo-sequence DRB1_0901. The binding affinity (normalized) is 0.543. (4) The peptide sequence is PTRVVNWEVIIMDEA. The MHC is HLA-DQA10601-DQB10402 with pseudo-sequence HLA-DQA10601-DQB10402. The binding affinity (normalized) is 0.338. (5) The peptide sequence is KYMVIQGEPGAVIRG. The MHC is DRB1_1501 with pseudo-sequence DRB1_1501. The binding affinity (normalized) is 0.540. (6) The peptide sequence is TKDTNDNNLYKLHGG. The MHC is DRB1_1302 with pseudo-sequence DRB1_1302. The binding affinity (normalized) is 0. (7) The peptide sequence is ACSLFLNYAVSFNYF. The MHC is DRB1_0701 with pseudo-sequence DRB1_0701. The binding affinity (normalized) is 0.412. (8) The peptide sequence is TDAATLAQEAGNFER. The MHC is HLA-DQA10401-DQB10402 with pseudo-sequence HLA-DQA10401-DQB10402. The binding affinity (normalized) is 0.329. (9) The peptide sequence is FIFFLLLAGRSCSDG. The MHC is DRB1_1501 with pseudo-sequence DRB1_1501. The binding affinity (normalized) is 0.0780. (10) The peptide sequence is GKARTAWVDSGAQLG. The MHC is HLA-DQA10401-DQB10402 with pseudo-sequence HLA-DQA10401-DQB10402. The binding affinity (normalized) is 0.336.